Dataset: Peptide-MHC class I binding affinity with 185,985 pairs from IEDB/IMGT. Task: Regression. Given a peptide amino acid sequence and an MHC pseudo amino acid sequence, predict their binding affinity value. This is MHC class I binding data. (1) The peptide sequence is LLPNTLVFQAK. The binding affinity (normalized) is 0. The MHC is H-2-Db with pseudo-sequence H-2-Db. (2) The peptide sequence is ITASKDLCF. The MHC is HLA-B27:05 with pseudo-sequence HLA-B27:05. The binding affinity (normalized) is 0.0847. (3) The peptide sequence is GLLASAPGI. The MHC is HLA-A02:01 with pseudo-sequence HLA-A02:01. The binding affinity (normalized) is 0.823. (4) The peptide sequence is RRQRKRRW. The MHC is Mamu-B08 with pseudo-sequence Mamu-B08. The binding affinity (normalized) is 0.785. (5) The peptide sequence is LWPFIRINNL. The MHC is HLA-A24:02 with pseudo-sequence HLA-A24:02. The binding affinity (normalized) is 0.435. (6) The binding affinity (normalized) is 0.279. The MHC is HLA-A30:02 with pseudo-sequence HLA-A30:02. The peptide sequence is SNSGADVLY. (7) The MHC is HLA-B53:01 with pseudo-sequence HLA-B53:01. The binding affinity (normalized) is 0. The peptide sequence is KRWIIMGLNK. (8) The peptide sequence is SIPYNYPDM. The MHC is H-2-Kb with pseudo-sequence H-2-Kb. The binding affinity (normalized) is 0.372.